Dataset: Reaction yield outcomes from USPTO patents with 853,638 reactions. Task: Predict the reaction yield, written as a fraction of the theoretical maximum amount of product (1.0 means a 100% yield; for example, 0.34 means a 34% yield). The reactants are [N+:1]([C:4]1[C:13]2[C:8](=[CH:9][CH:10]=[CH:11][CH:12]=2)[C:7]([OH:14])=[CH:6][CH:5]=1)([O-:3])=[O:2].[NH2:15][C:16]1[N:21]=[C:20]([CH2:22]O)[CH:19]=[CH:18][N:17]=1.C1C=CC(P(C2C=CC=CC=2)C2C=CC=CC=2)=CC=1.CC(OC(/N=N/C(OC(C)C)=O)=O)C. The catalyst is C1COCC1. The product is [N+:1]([C:4]1[C:13]2[C:8](=[CH:9][CH:10]=[CH:11][CH:12]=2)[C:7]([O:14][CH2:22][C:20]2[CH:19]=[CH:18][N:17]=[C:16]([NH2:15])[N:21]=2)=[CH:6][CH:5]=1)([O-:3])=[O:2]. The yield is 0.930.